This data is from Full USPTO retrosynthesis dataset with 1.9M reactions from patents (1976-2016). The task is: Predict the reactants needed to synthesize the given product. (1) Given the product [N+:19]([C:10]1[C:11]2[C:16](=[CH:15][CH:14]=[CH:13][CH:12]=2)[CH:17]=[CH:18][C:9]=1[NH:22][C:23]1[CH:24]=[CH:25][C:26]([NH:29][C:30]([O:31][C:32]([CH3:35])([CH3:34])[CH3:33])=[O:36])=[CH:27][CH:28]=1)([O-:21])=[O:20], predict the reactants needed to synthesize it. The reactants are: O([C:9]1[CH:18]=[CH:17][C:16]2[C:11](=[CH:12][CH:13]=[CH:14][CH:15]=2)[C:10]=1[N+:19]([O-:21])=[O:20])S(C(F)(F)F)(=O)=O.[NH2:22][C:23]1[CH:28]=[CH:27][C:26]([NH:29][C:30](=[O:36])[O:31][C:32]([CH3:35])([CH3:34])[CH3:33])=[CH:25][CH:24]=1. (2) Given the product [NH2:1][C:4]1[CH:12]=[C:11]2[C:7]([CH:8]=[N:9][N:10]2[CH2:13][CH2:14][N:15]2[CH2:19][CH2:18][O:17][C:16]2=[O:20])=[CH:6][CH:5]=1, predict the reactants needed to synthesize it. The reactants are: [N+:1]([C:4]1[CH:12]=[C:11]2[C:7]([CH:8]=[N:9][N:10]2[CH2:13][CH2:14][N:15]2[CH2:19][CH2:18][O:17][C:16]2=[O:20])=[CH:6][CH:5]=1)([O-])=O.[Cl-].[NH4+].